Dataset: Catalyst prediction with 721,799 reactions and 888 catalyst types from USPTO. Task: Predict which catalyst facilitates the given reaction. (1) Product: [CH2:1]([O:3][C:4](=[O:15])[C:5]([CH3:7])([C:8]1[CH:13]=[CH:12][CH:11]=[C:10]([C:28]#[C:27][Si:24]([CH3:26])([CH3:25])[CH3:23])[CH:9]=1)[CH3:6])[CH3:2]. The catalyst class is: 730. Reactant: [CH2:1]([O:3][C:4](=[O:15])[C:5]([C:8]1[CH:13]=[CH:12][CH:11]=[C:10](Br)[CH:9]=1)([CH3:7])[CH3:6])[CH3:2].C(N(CC)CC)C.[CH3:23][Si:24]([C:27]#[CH:28])([CH3:26])[CH3:25].C(OCC)(=O)C. (2) Reactant: [N:1]1[CH:6]=[CH:5][C:4](/[C:7](/[CH3:14])=[CH:8]\[C:9]([O:11][CH2:12][CH3:13])=[O:10])=[CH:3][CH:2]=1. Product: [N:1]1[CH:6]=[CH:5][C:4]([CH:7]([CH3:14])[CH2:8][C:9]([O:11][CH2:12][CH3:13])=[O:10])=[CH:3][CH:2]=1. The catalyst class is: 256. (3) Reactant: Br[C:2]1[CH:3]=[CH:4][C:5]2[NH:10][CH:9]([CH3:11])[O:8][C:7]([CH3:13])([CH3:12])[C:6]=2[CH:14]=1.[Cl:15][C:16]1[CH:17]=[C:18](B(O)O)[CH:19]=[CH:20][C:21]=1[F:22].C(=O)([O-])[O-].[Na+].[Na+].C(OCC)(=O)C. Product: [Cl:15][C:16]1[CH:17]=[C:18]([C:2]2[CH:3]=[CH:4][C:5]3[NH:10][CH:9]([CH3:11])[O:8][C:7]([CH3:13])([CH3:12])[C:6]=3[CH:14]=2)[CH:19]=[CH:20][C:21]=1[F:22]. The catalyst class is: 108. (4) Reactant: [CH3:1][O:2][C:3]1[C:11]([O:12][CH3:13])=[CH:10][C:6]([C:7]([OH:9])=O)=[C:5]([SH:14])[CH:4]=1.[C:15]([C:17]1[CH:22]=[CH:21][CH:20]=[CH:19][N:18]=1)#[N:16]. Product: [CH3:13][O:12][C:11]1[C:3]([O:2][CH3:1])=[CH:4][C:5]2[S:14][C:15]([C:17]3[CH:22]=[CH:21][CH:20]=[CH:19][N:18]=3)=[N:16][C:7](=[O:9])[C:6]=2[CH:10]=1. The catalyst class is: 17. (5) Reactant: [C:1]([CH:3]1[CH2:8][CH2:7][CH:6]([N:9]([CH3:36])[C:10](=[O:35])[CH2:11][CH2:12][C@H:13]([N:17]2[CH2:22][C:21]3[CH:23]=[C:24]([O:27][C:28]4[CH:33]=[CH:32][CH:31]=[CH:30][CH:29]=4)[N:25]=[CH:26][C:20]=3[N:19]=[C:18]2[NH2:34])[CH:14]([CH3:16])[CH3:15])[CH2:5][CH2:4]1)#[N:2].C[Si]([N:41]=[N+:42]=[N-:43])(C)C.C([Sn](=O)CCCC)CCC. Product: [CH3:36][N:9]([CH:6]1[CH2:7][CH2:8][CH:3]([C:1]2[NH:43][N:42]=[N:41][N:2]=2)[CH2:4][CH2:5]1)[C:10](=[O:35])[CH2:11][CH2:12][C@H:13]([N:17]1[CH2:22][C:21]2[CH:23]=[C:24]([O:27][C:28]3[CH:33]=[CH:32][CH:31]=[CH:30][CH:29]=3)[N:25]=[CH:26][C:20]=2[N:19]=[C:18]1[NH2:34])[CH:14]([CH3:16])[CH3:15]. The catalyst class is: 57. (6) Reactant: [NH2:1][CH2:2][CH2:3][O:4][C@@H:5]([C:19]1[CH:24]=[C:23]([F:25])[CH:22]=[C:21]([Cl:26])[CH:20]=1)[C@@H:6]1[CH2:11][CH2:10][CH2:9][N:8]([C:12]([O:14][C:15]([CH3:18])([CH3:17])[CH3:16])=[O:13])[CH2:7]1.Cl[C:28]([O:30][CH2:31][CH3:32])=[O:29].O. Product: [Cl:26][C:21]1[CH:20]=[C:19]([C@H:5]([O:4][CH2:3][CH2:2][NH:1][C:28]([O:30][CH2:31][CH3:32])=[O:29])[C@@H:6]2[CH2:11][CH2:10][CH2:9][N:8]([C:12]([O:14][C:15]([CH3:18])([CH3:17])[CH3:16])=[O:13])[CH2:7]2)[CH:24]=[C:23]([F:25])[CH:22]=1. The catalyst class is: 624. (7) Reactant: [ClH:1].Cl.[C:3]1([NH2:11])[C:4]([NH2:10])=[CH:5][C:6]([NH2:9])=[CH:7][CH:8]=1.[OH:12][C:13]1[CH:18]=[CH:17][C:16]([C:19]([C:21]([C:23]2[CH:28]=[CH:27][C:26]([OH:29])=[CH:25][CH:24]=2)=O)=O)=[CH:15][CH:14]=1. Product: [ClH:1].[ClH:1].[OH:12][C:13]1[CH:14]=[CH:15][C:16]([C:19]2[C:21]([C:23]3[CH:24]=[CH:25][C:26]([OH:29])=[CH:27][CH:28]=3)=[N:10][C:4]3[C:3](=[CH:8][CH:7]=[C:6]([NH2:9])[CH:5]=3)[N:11]=2)=[CH:17][CH:18]=1. The catalyst class is: 38. (8) Reactant: [NH:1]1[CH2:6][CH2:5][C:4]2([C:15]3[N:16]=[CH:17][NH:18][C:14]=3[C:13]3[CH:12]=[CH:11][CH:10]=[CH:9][C:8]=3[O:7]2)[CH2:3][CH2:2]1.[CH:19]([O:22][C:23]1[CH:31]=[CH:30][C:26]([C:27](O)=[O:28])=[CH:25][C:24]=1[CH3:32])([CH3:21])[CH3:20].C(N(CC)CC)C.CCN=C=NCCCN(C)C. Product: [CH:19]([O:22][C:23]1[CH:31]=[CH:30][C:26]([C:27]([N:1]2[CH2:6][CH2:5][C:4]3([C:15]4[N:16]=[CH:17][NH:18][C:14]=4[C:13]4[CH:12]=[CH:11][CH:10]=[CH:9][C:8]=4[O:7]3)[CH2:3][CH2:2]2)=[O:28])=[CH:25][C:24]=1[CH3:32])([CH3:21])[CH3:20]. The catalyst class is: 4. (9) Reactant: [F:1][C:2]1[CH:7]=[CH:6][C:5]([N:8]2[C:12]([C:13]3[CH:23]=[CH:22][C:16]4[O:17][CH2:18][C:19](=[O:21])[NH:20][C:15]=4[CH:14]=3)=[CH:11][C:10]([C:24](O)=[O:25])=[N:9]2)=[CH:4][CH:3]=1.C1C=C2N=NN(O)C2=CC=1.O.C[CH2:39][N:40]=[C:41]=NCCCN(C)C.CNC. Product: [F:1][C:2]1[CH:7]=[CH:6][C:5]([N:8]2[C:12]([C:13]3[CH:23]=[CH:22][C:16]4[O:17][CH2:18][C:19](=[O:21])[NH:20][C:15]=4[CH:14]=3)=[CH:11][C:10]([C:24]([N:40]([CH3:41])[CH3:39])=[O:25])=[N:9]2)=[CH:4][CH:3]=1. The catalyst class is: 18. (10) Reactant: [CH3:1][C:2]1([S:12]([C:15]2[CH:20]=[CH:19][CH:18]=[C:17]([C:21]([F:24])([F:23])[F:22])[CH:16]=2)(=[O:14])=[O:13])[CH2:7][CH2:6][O:5][CH:4]([C:8]([NH:10][NH2:11])=[O:9])[CH2:3]1.CN(C(ON1N=NC2C=CC=NC1=2)=[N+](C)C)C.F[P-](F)(F)(F)(F)F.CCN(C(C)C)C(C)C.[CH:58]1([C:61](O)=[O:62])[CH2:60][CH2:59]1. The catalyst class is: 3. Product: [CH:58]1([C:61]([NH:11][NH:10][C:8]([CH:4]2[CH2:3][C:2]([CH3:1])([S:12]([C:15]3[CH:20]=[CH:19][CH:18]=[C:17]([C:21]([F:22])([F:24])[F:23])[CH:16]=3)(=[O:13])=[O:14])[CH2:7][CH2:6][O:5]2)=[O:9])=[O:62])[CH2:60][CH2:59]1.